From a dataset of Reaction yield outcomes from USPTO patents with 853,638 reactions. Predict the reaction yield, written as a fraction of the theoretical maximum amount of product (1.0 means a 100% yield; for example, 0.34 means a 34% yield). (1) The reactants are Cl.[Cl:2][C:3]1[CH:8]=[CH:7][CH:6]=[CH:5][C:4]=1[N:9]1[CH:13]=[N:12][N:11]=[C:10]1[C:14]1[S:28][C:17]2[C:18]3[CH:26]=[CH:25][C:24]([NH2:27])=[CH:23][C:19]=3[O:20][CH2:21][CH2:22][C:16]=2[CH:15]=1.Cl[C:30]([O:32][CH3:33])=[O:31]. The catalyst is C(Cl)Cl. The product is [Cl:2][C:3]1[CH:8]=[CH:7][CH:6]=[CH:5][C:4]=1[N:9]1[CH:13]=[N:12][N:11]=[C:10]1[C:14]1[S:28][C:17]2[C:18]3[CH:26]=[CH:25][C:24]([NH:27][C:30](=[O:31])[O:32][CH3:33])=[CH:23][C:19]=3[O:20][CH2:21][CH2:22][C:16]=2[CH:15]=1. The yield is 0.380. (2) The reactants are B(Br)(Br)Br.[CH2:5]([C:7]1([CH2:62][CH3:63])[C:19]2[CH:18]=[C:17]([C:20]3[CH:25]=[CH:24][C:23]([C:26]4[CH:31]=[CH:30][C:29]([O:32]CCCCCCCC)=[CH:28][CH:27]=4)=[CH:22][CH:21]=3)[CH:16]=[CH:15][C:14]=2[C:13]2[C:8]1=[CH:9][C:10]([C:41]1[CH:46]=[CH:45][C:44]([C:47]3[CH:52]=[CH:51][C:50]([O:53]CCCCCCCC)=[CH:49][CH:48]=3)=[CH:43][CH:42]=1)=[CH:11][CH:12]=2)[CH3:6]. The catalyst is C(Cl)Cl. The product is [CH2:62]([C:7]1([CH2:5][CH3:6])[C:8]2[CH:9]=[C:10]([C:41]3[CH:42]=[CH:43][C:44]([C:47]4[CH:52]=[CH:51][C:50]([OH:53])=[CH:49][CH:48]=4)=[CH:45][CH:46]=3)[CH:11]=[CH:12][C:13]=2[C:14]2[C:19]1=[CH:18][C:17]([C:20]1[CH:25]=[CH:24][C:23]([C:26]3[CH:31]=[CH:30][C:29]([OH:32])=[CH:28][CH:27]=3)=[CH:22][CH:21]=1)=[CH:16][CH:15]=2)[CH3:63]. The yield is 0.400. (3) The reactants are Br[CH2:2][C:3]1[N:4]=[C:5]2[C:10](=[N:11][CH:12]=1)[N:9]=[C:8]([NH2:13])[N:7]=[C:6]2[NH2:14].[NH2:15][C:16]1[CH:21]=[CH:20][C:19]([CH2:22][C:23]([O:25][C:26]([CH3:29])([CH3:28])[CH3:27])=[O:24])=[CH:18][CH:17]=1.C([O-])([O-])=O.[K+].[K+]. The catalyst is CN(C=O)C.CC#N. The product is [NH2:13][C:8]1[N:7]=[C:6]([NH2:14])[C:5]2[C:10](=[N:11][CH:12]=[C:3]([CH2:2][NH:15][C:16]3[CH:17]=[CH:18][C:19]([CH2:22][C:23]([O:25][C:26]([CH3:29])([CH3:28])[CH3:27])=[O:24])=[CH:20][CH:21]=3)[N:4]=2)[N:9]=1. The yield is 0.100.